This data is from Reaction yield outcomes from USPTO patents with 853,638 reactions. The task is: Predict the reaction yield, written as a fraction of the theoretical maximum amount of product (1.0 means a 100% yield; for example, 0.34 means a 34% yield). (1) The catalyst is CO.C1(C)C=CC=CC=1.[Pd].C1(P(C2C=CC=CC=2)C2C=CC=CC=2)C=CC=CC=1.C1(P(C2C=CC=CC=2)C2C=CC=CC=2)C=CC=CC=1.C1(P(C2C=CC=CC=2)C2C=CC=CC=2)C=CC=CC=1.C1(P(C2C=CC=CC=2)C2C=CC=CC=2)C=CC=CC=1. The reactants are [C:1]1(B(O)O)[CH:6]=[CH:5][CH:4]=[CH:3][CH:2]=1.[CH2:10]([O:12][C:13](=[O:22])[C:14]1[CH:19]=[C:18](Cl)[N:17]=[C:16](Cl)[CH:15]=1)[CH3:11].C(=O)([O-])[O-].[Na+].[Na+]. The product is [CH2:10]([O:12][C:13](=[O:22])[C:14]1[CH:19]=[C:18]([C:1]2[CH:6]=[CH:5][CH:4]=[CH:3][CH:2]=2)[N:17]=[C:16]([C:1]2[CH:6]=[CH:5][CH:4]=[CH:3][CH:2]=2)[CH:15]=1)[CH3:11]. The yield is 0.910. (2) The reactants are [NH2:1][C:2]1[C:7]([F:8])=[C:6](Br)[N:5]=[C:4]([C:10]([O:12][CH3:13])=[O:11])[C:3]=1[Cl:14].[CH3:15][Sn:16]([CH3:22])([CH3:21])[Sn:16]([CH3:22])([CH3:21])[CH3:15]. The catalyst is O1CCOCC1.Cl[Pd](Cl)([P](C1C=CC=CC=1)(C1C=CC=CC=1)C1C=CC=CC=1)[P](C1C=CC=CC=1)(C1C=CC=CC=1)C1C=CC=CC=1. The yield is 1.00. The product is [NH2:1][C:2]1[C:7]([F:8])=[C:6]([Sn:16]([CH3:22])([CH3:21])[CH3:15])[N:5]=[C:4]([C:10]([O:12][CH3:13])=[O:11])[C:3]=1[Cl:14]. (3) The reactants are [N:1]1[CH:6]=[CH:5][CH:4]=[CH:3][C:2]=1[CH2:7][NH2:8].[H-].[Na+].Br[CH2:12][C:13]1[CH:22]=[CH:21][C:16]([C:17]([O:19][CH3:20])=[O:18])=[CH:15][CH:14]=1. The catalyst is CN(C=O)C. The product is [N:1]1[CH:6]=[CH:5][CH:4]=[CH:3][C:2]=1[CH2:7][NH:8][CH2:12][C:13]1[CH:22]=[CH:21][C:16]([C:17]([O:19][CH3:20])=[O:18])=[CH:15][CH:14]=1. The yield is 0.880. (4) The yield is 0.840. The product is [CH:9]1([N:8]([CH2:7][CH2:6][C:5]2[CH:14]=[CH:15][CH:16]=[C:3]([O:2][CH3:1])[CH:4]=2)[C:25](=[O:26])[O:27][CH3:28])[CH2:13][CH2:12][CH2:11][CH2:10]1. The reactants are [CH3:1][O:2][C:3]1[CH:4]=[C:5]([CH:14]=[CH:15][CH:16]=1)[CH2:6][CH2:7][NH:8][CH:9]1[CH2:13][CH2:12][CH2:11][CH2:10]1.C(N(CC)CC)C.Cl[C:25]([O:27][CH3:28])=[O:26]. The catalyst is C(OCC)C. (5) The reactants are [Cl:1][C:2]1[C:6]([Cl:7])=[C:5]([C:8](Cl)=[O:9])[S:4][N:3]=1.[NH3:11]. The catalyst is O. The product is [Cl:1][C:2]1[C:6]([Cl:7])=[C:5]([C:8]([NH2:11])=[O:9])[S:4][N:3]=1. The yield is 0.818. (6) The reactants are [F:1][C:2]1[CH:7]=[CH:6][C:5]([C:8]([C:10]2[CH:15]=[CH:14][C:13]([OH:16])=[C:12](I)[CH:11]=2)=[O:9])=[CH:4][CH:3]=1.[CH2:18]([N:22]1[CH2:26][CH2:25][CH2:24][C@H:23]1[CH3:27])[CH2:19][C:20]#[CH:21].C(#N)C.CC1C=CC(P(C2C=CC(C)=CC=2)C2C=CC(C)=CC=2)=CC=1.C(NC(C)C)(C)C. The catalyst is CC([O-])=O.CC([O-])=O.[Pd+2].[Cu](I)I. The product is [F:1][C:2]1[CH:7]=[CH:6][C:5]([C:8]([C:10]2[CH:15]=[CH:14][C:13]3[O:16][C:20]([CH2:19][CH2:18][N:22]4[CH2:26][CH2:25][CH2:24][C@H:23]4[CH3:27])=[CH:21][C:12]=3[CH:11]=2)=[O:9])=[CH:4][CH:3]=1. The yield is 0.180. (7) The reactants are [Cl:1][C:2]1[C:10]2[N:9]=[C:8]([NH:11][C:12]3[CH:13]=[N:14][C:15]([N:19]([CH3:21])[CH3:20])=[CH:16][C:17]=3[CH3:18])[N:7]([CH2:22][CH:23](O)[CH3:24])[C:6]=2[C:5]([CH:26]([CH2:29][CH3:30])[CH2:27][CH3:28])=[CH:4][CH:3]=1.CS(Cl)(=O)=O.C(=O)(O)[O-].[Na+].C(=O)([O-])[O-].[K+].[K+]. The catalyst is N1C=CC=CC=1.O. The product is [Cl:1][C:2]1[C:10]2[N:9]=[C:8]3[N:11]([C:12]4[C:17]([CH3:18])=[CH:16][C:15]([N:19]([CH3:21])[CH3:20])=[N:14][CH:13]=4)[CH:23]([CH3:24])[CH2:22][N:7]3[C:6]=2[C:5]([CH:26]([CH2:29][CH3:30])[CH2:27][CH3:28])=[CH:4][CH:3]=1. The yield is 0.690. (8) The reactants are [CH3:1][O:2][C:3]1[C:12]([N+:13]([O-])=O)=[CH:11][CH:10]=[CH:9][C:4]=1[C:5]([O:7][CH3:8])=[O:6]. The catalyst is CO.[Ni]. The product is [NH2:13][C:12]1[C:3]([O:2][CH3:1])=[C:4]([CH:9]=[CH:10][CH:11]=1)[C:5]([O:7][CH3:8])=[O:6]. The yield is 0.964. (9) The reactants are [CH2:1]([N:8]1[CH2:13][CH2:12][C:11]2([C:21]3[C:16](=[CH:17][CH:18]=[CH:19][C:20]=3[Br:22])[NH:15][CH2:14]2)[CH2:10][CH2:9]1)[C:2]1[CH:7]=[CH:6][CH:5]=[CH:4][CH:3]=1.[CH3:23][C:24]([O:27][C:28](O[C:28]([O:27][C:24]([CH3:26])([CH3:25])[CH3:23])=[O:29])=[O:29])([CH3:26])[CH3:25]. The catalyst is C(Cl)Cl.[NH4+].[Cl-]. The product is [CH2:1]([N:8]1[CH2:13][CH2:12][C:11]2([C:21]3[C:16](=[CH:17][CH:18]=[CH:19][C:20]=3[Br:22])[N:15]([C:28]([O:27][C:24]([CH3:26])([CH3:25])[CH3:23])=[O:29])[CH2:14]2)[CH2:10][CH2:9]1)[C:2]1[CH:7]=[CH:6][CH:5]=[CH:4][CH:3]=1. The yield is 0.840.